Dataset: Choline transporter screen with 302,306 compounds. Task: Binary Classification. Given a drug SMILES string, predict its activity (active/inactive) in a high-throughput screening assay against a specified biological target. (1) The molecule is Clc1ccc(NC(=O)C(Sc2nn3c(cc(nc3n2)C)C)C)nc1. The result is 0 (inactive). (2) The compound is S=C(/N=C(\Nc1c(OC)ccc(OC)c1)Nc1nc(cc(n1)C)C)Nc1ccccc1. The result is 0 (inactive). (3) The compound is S(CC(=O)N(CC)CC)c1n(c2c(OC)cccc2)c(O)cc(=O)n1. The result is 0 (inactive). (4) The molecule is S(=O)(=O)(NC=1S\C(=C/c2c([N+]([O-])=O)cc(OC)c(OC)c2)C(=O)N1)c1ccccc1. The result is 1 (active). (5) The molecule is Clc1c(N2CCN(CC2)C(=O)CC(C)C)ccc([N+]([O-])=O)c1. The result is 0 (inactive). (6) The result is 0 (inactive). The compound is O1C=2CC(CC(=O)C2C(N)=C(C1c1ccncc1)C#N)(C)C. (7) The compound is S=C(N1CC(CCC1)c1[nH]c2c(n1)ccc(c2)C)Nc1c(OC)cc(OC)cc1. The result is 0 (inactive).